From a dataset of Catalyst prediction with 721,799 reactions and 888 catalyst types from USPTO. Predict which catalyst facilitates the given reaction. (1) Reactant: Br[C:2]1[CH:3]=[C:4]([N+:10]([O-:12])=[O:11])[C:5]([O:8][CH3:9])=[N:6][CH:7]=1.[CH2:13]([N:20]1[CH:24]=[C:23](B2OC(C)(C)C(C)(C)O2)[CH:22]=[N:21]1)[C:14]1[CH:19]=[CH:18][CH:17]=[CH:16][CH:15]=1.C(=O)([O-])[O-].[K+].[K+].O1CCOCC1. Product: [CH2:13]([N:20]1[CH:24]=[C:23]([C:2]2[CH:3]=[C:4]([N+:10]([O-:12])=[O:11])[C:5]([O:8][CH3:9])=[N:6][CH:7]=2)[CH:22]=[N:21]1)[C:14]1[CH:19]=[CH:18][CH:17]=[CH:16][CH:15]=1. The catalyst class is: 103. (2) Reactant: [C:1]([O:5][C:6]([N:8]1[CH2:11][CH:10](C(O)=O)[CH2:9]1)=[O:7])([CH3:4])([CH3:3])[CH3:2].C1C=CC(P(N=[N+]=[N-])(C2C=CC=CC=2)=O)=CC=1.[Cl:32][C:33]1[CH:34]=[C:35]([C:40]2[C:48]([C:49]([NH2:51])=[O:50])=[C:43]3[CH2:44][NH:45][CH2:46][CH2:47][N:42]3[N:41]=2)[CH:36]=[CH:37][C:38]=1[F:39].C[N:53]([CH:55]=[O:56])C. Product: [C:49]([C:48]1[C:40]([C:35]2[CH:36]=[CH:37][C:38]([F:39])=[C:33]([Cl:32])[CH:34]=2)=[N:41][N:42]2[CH2:47][CH2:46][N:45]([C:55]([NH:53][CH:10]3[CH2:9][N:8]([C:6]([O:5][C:1]([CH3:2])([CH3:3])[CH3:4])=[O:7])[CH2:11]3)=[O:56])[CH2:44][C:43]=12)(=[O:50])[NH2:51]. The catalyst class is: 11. (3) Reactant: C([O:8][C:9]1[C:10]([O:15][CH2:16][CH:17]2[CH:21]3[O:22][C:23]([CH3:26])([CH3:25])[O:24][CH:20]3[CH:19]([N:27]3[CH:35]=[N:34][C:33]4[C:28]3=[N:29][CH:30]=[N:31][C:32]=4[NH:36][C:37]([NH:39][C:40]3[CH:45]=[CH:44][CH:43]=[CH:42][CH:41]=3)=[O:38])[O:18]2)=[N:11][CH:12]=[CH:13][CH:14]=1)C1C=CC=CC=1. Product: [OH:8][C:9]1[C:10]([O:15][CH2:16][CH:17]2[CH:21]3[O:22][C:23]([CH3:26])([CH3:25])[O:24][CH:20]3[CH:19]([N:27]3[CH:35]=[N:34][C:33]4[C:28]3=[N:29][CH:30]=[N:31][C:32]=4[NH:36][C:37]([NH:39][C:40]3[CH:45]=[CH:44][CH:43]=[CH:42][CH:41]=3)=[O:38])[O:18]2)=[N:11][CH:12]=[CH:13][CH:14]=1. The catalyst class is: 381. (4) Reactant: [O:1]1[C:5]2[CH:6]=[CH:7][C:8]([CH:10]=O)=[CH:9][C:4]=2[O:3][CH2:2]1.[C:12]([OH:18])(=[O:17])[CH2:13]C(O)=O.C([O-])(=O)C.[NH4+:23]. Product: [NH2:23][CH:10]([C:8]1[CH:7]=[CH:6][C:5]2[O:1][CH2:2][O:3][C:4]=2[CH:9]=1)[CH2:13][C:12]([OH:18])=[O:17]. The catalyst class is: 14. (5) Reactant: [CH3:1][O:2][C:3]1[CH:22]=[CH:21][C:6]([CH2:7][O:8][C@H:9]([C@H:11]([CH2:16][CH2:17][CH:18]([CH3:20])[CH3:19])[C@@H:12]([OH:15])[CH:13]=[CH2:14])[CH3:10])=[CH:5][CH:4]=1.[CH3:23][C:24]([O-])(C)[CH3:25].[K+].CC1C=CC(S(OCCC)(=O)=O)=CC=1. Product: [CH3:1][O:2][C:3]1[CH:4]=[CH:5][C:6]([CH2:7][O:8][C@H:9]([C@@H:11]([C@@H:12]([O:15][CH2:23][CH2:24][CH3:25])[CH:13]=[CH2:14])[CH2:16][CH2:17][CH:18]([CH3:19])[CH3:20])[CH3:10])=[CH:21][CH:22]=1. The catalyst class is: 20. (6) The catalyst class is: 6. Product: [OH:6][CH2:5][C:4]1[CH:7]=[CH:8][C:9]([O:10][CH2:11][C:12]2[C:13]([CH3:25])=[CH:14][CH:15]=[CH:16][C:17]=2[N:18]2[C:22](=[O:23])[N:21]([CH3:24])[N:20]=[N:19]2)=[C:2]([CH3:1])[CH:3]=1. Reactant: [CH3:1][C:2]1[CH:3]=[C:4]([CH:7]=[CH:8][C:9]=1[O:10][CH2:11][C:12]1[C:17]([N:18]2[C:22](=[O:23])[N:21]([CH3:24])[N:20]=[N:19]2)=[CH:16][CH:15]=[CH:14][C:13]=1[CH3:25])[CH:5]=[O:6].CO.[BH4-].[Na+]. (7) Reactant: [Cl:1][C:2]1[C:3]([N:10]([CH:12]2[CH2:16][CH2:15][CH2:14][CH2:13]2)[NH2:11])=[N:4][C:5]([C:8]#[N:9])=[N:6][CH:7]=1.CCN(C(C)C)C(C)C.[Br:26][CH2:27][C:28]1[CH:36]=[CH:35][C:31]([C:32](Br)=[O:33])=[CH:30][CH:29]=1.CCOC(C)=O. Product: [Br:26][CH2:27][C:28]1[CH:36]=[CH:35][C:31]([C:32]([NH:11][N:10]([C:3]2[C:2]([Cl:1])=[CH:7][N:6]=[C:5]([C:8]#[N:9])[N:4]=2)[CH:12]2[CH2:13][CH2:14][CH2:15][CH2:16]2)=[O:33])=[CH:30][CH:29]=1. The catalyst class is: 20. (8) Reactant: [F:1][C:2]([F:35])([F:34])[C:3]([C:9]1[CH:33]=[CH:32][C:12]([CH2:13][N:14]2[CH2:19][CH2:18][CH:17]([C:20]([C:22]3[CH:27]=[CH:26][C:25]([NH:28]C(=O)C)=[CH:24][CH:23]=3)=[O:21])[CH2:16][CH2:15]2)=[CH:11][CH:10]=1)([OH:8])[C:4]([F:7])([F:6])[F:5].Cl. Product: [NH2:28][C:25]1[CH:26]=[CH:27][C:22]([C:20]([CH:17]2[CH2:18][CH2:19][N:14]([CH2:13][C:12]3[CH:32]=[CH:33][C:9]([C:3]([OH:8])([C:2]([F:35])([F:1])[F:34])[C:4]([F:5])([F:6])[F:7])=[CH:10][CH:11]=3)[CH2:15][CH2:16]2)=[O:21])=[CH:23][CH:24]=1. The catalyst class is: 8. (9) Reactant: [CH:1]1(/[CH:6]=[CH:7]/[C@H:8]([C@@H:10]2[O:14][C:13](=[O:15])[C@H:12]([O:16][CH3:17])[C@@H:11]2[OH:18])[OH:9])[CH2:5][CH2:4][CH2:3][CH2:2]1.Cl.[NH2:20][C@H:21]1[CH2:27][CH2:26][C:25]2[CH:28]=[CH:29][CH:30]=[CH:31][C:24]=2[N:23]([CH3:32])[C:22]1=[O:33].C(C(CCCC)C([O-])=O)C.[Na+]. Product: [CH:1]1(/[CH:6]=[CH:7]/[C@@H:8]([OH:9])[C@H:10]([OH:14])[C@@H:11]([OH:18])[C@@H:12]([O:16][CH3:17])[C:13]([NH:20][C@H:21]2[CH2:27][CH2:26][C:25]3[CH:28]=[CH:29][CH:30]=[CH:31][C:24]=3[N:23]([CH3:32])[C:22]2=[O:33])=[O:15])[CH2:5][CH2:4][CH2:3][CH2:2]1. The catalyst class is: 1. (10) Reactant: [CH3:1][S:2]([N:5]1[CH2:10][CH2:9][N:8](C(OC(C)(C)C)=O)[CH2:7][CH2:6]1)(=[O:4])=[O:3].[ClH:18]. Product: [ClH:18].[CH3:1][S:2]([N:5]1[CH2:10][CH2:9][NH:8][CH2:7][CH2:6]1)(=[O:4])=[O:3]. The catalyst class is: 5.